Dataset: Reaction yield outcomes from USPTO patents with 853,638 reactions. Task: Predict the reaction yield, written as a fraction of the theoretical maximum amount of product (1.0 means a 100% yield; for example, 0.34 means a 34% yield). (1) The reactants are [N+:1]([C:4]1[CH:9]=[C:8](F)[CH:7]=[CH:6][C:5]=1[OH:11])([O-:3])=[O:2].[CH3:12][O:13][CH2:14]Cl.[CH:16](N(C(C)C)CC)(C)C.[Cl-].[NH4+].[H-].[Na+].[CH3:29][CH:30]([OH:34])[C:31]#[C:32]C. The catalyst is O1CCCC1.CC(N(C)C)=O. The product is [CH3:12][O:13][CH2:14][O:11][C:5]1[CH:6]=[C:7]([O:34][C:30]([CH3:16])([CH3:29])[C:31]#[CH:32])[CH:8]=[CH:9][C:4]=1[N+:1]([O-:3])=[O:2]. The yield is 0.940. (2) The reactants are C([O:3][C:4](=[O:22])/[CH:5]=[CH:6]/[CH:7]=[CH:8]/[CH:9]1[CH2:14][CH2:13][N:12]([C:15]([O:17][C:18]([CH3:21])([CH3:20])[CH3:19])=[O:16])[CH2:11][CH2:10]1)C.O[Li].O. The catalyst is CCO. The product is [C:18]([O:17][C:15]([N:12]1[CH2:13][CH2:14][CH:9](/[CH:8]=[CH:7]/[CH:6]=[CH:5]/[C:4]([OH:22])=[O:3])[CH2:10][CH2:11]1)=[O:16])([CH3:21])([CH3:19])[CH3:20]. The yield is 0.980. (3) The catalyst is CN(C=O)C. The product is [N+:3]([C:6]1[CH:7]=[N:8][N:9]2[CH2:13][CH2:12][N:11]([C:14]([O:16][C:17]([CH3:20])([CH3:19])[CH3:18])=[O:15])[C:10]=12)([O-:5])=[O:4]. The reactants are [H-].[Na+].[N+:3]([C:6]1[CH:7]=[N:8][N:9]2[CH2:13][CH2:12][NH:11][C:10]=12)([O-:5])=[O:4].[C:14](O[C:14]([O:16][C:17]([CH3:20])([CH3:19])[CH3:18])=[O:15])([O:16][C:17]([CH3:20])([CH3:19])[CH3:18])=[O:15].O. The yield is 0.630. (4) The reactants are CC(C)(C)C[O:4][S:5]([C:8]1[CH:13]=[CH:12][CH:11]=[C:10]([C:14]2[N:19]=[C:18]([C:20]3[CH:25]=[C:24]([C:26]4[CH:31]=[CH:30][C:29]([C:32]([F:35])([F:34])[F:33])=[CH:28][CH:27]=4)[CH:23]=[C:22]([CH3:36])[N:21]=3)[CH:17]=[CH:16][CH:15]=2)[CH:9]=1)(=[O:7])=[O:6].C([O-])CC.[Na+].C(N(CC)CCS)C.Cl. The catalyst is C(O)CC.O. The product is [CH3:36][C:22]1[N:21]=[C:20]([C:18]2[CH:17]=[CH:16][CH:15]=[C:14]([C:10]3[CH:9]=[C:8]([S:5]([OH:7])(=[O:4])=[O:6])[CH:13]=[CH:12][CH:11]=3)[N:19]=2)[CH:25]=[C:24]([C:26]2[CH:31]=[CH:30][C:29]([C:32]([F:35])([F:33])[F:34])=[CH:28][CH:27]=2)[CH:23]=1. The yield is 0.810. (5) The reactants are [CH3:1][C:2]1[CH:7]=[CH:6][C:5]([S:8](Cl)(=[O:10])=[O:9])=[CH:4][CH:3]=1.[OH:12][C@@H:13]1[CH2:19][CH2:18][CH2:17][N:16]([C:20]([O:22][CH2:23][CH3:24])=[O:21])[CH2:15][CH2:14]1. The catalyst is N1C=CC=CC=1. The product is [S:8]([O:12][C@@H:13]1[CH2:19][CH2:18][CH2:17][N:16]([C:20]([O:22][CH2:23][CH3:24])=[O:21])[CH2:15][CH2:14]1)([C:5]1[CH:6]=[CH:7][C:2]([CH3:1])=[CH:3][CH:4]=1)(=[O:10])=[O:9]. The yield is 0.510. (6) The reactants are [CH3:1][C:2]1[C:3]2[C:25](=[O:26])[CH:24]=[C:23]([CH3:27])[O:22][C:4]=2[N:5]([C:7]2[CH:14]=[CH:13][C:10]([C:11]#[N:12])=[C:9]([NH:15][CH:16]3[CH2:21][CH2:20][O:19][CH2:18][CH2:17]3)[CH:8]=2)[N:6]=1.C([OH:30])C.CS(C)=O. The catalyst is O.OO.[OH-].[Na+]. The product is [CH3:1][C:2]1[C:3]2[C:25](=[O:26])[CH:24]=[C:23]([CH3:27])[O:22][C:4]=2[N:5]([C:7]2[CH:14]=[CH:13][C:10]([C:11]([NH2:12])=[O:30])=[C:9]([NH:15][CH:16]3[CH2:21][CH2:20][O:19][CH2:18][CH2:17]3)[CH:8]=2)[N:6]=1. The yield is 0.00800. (7) The reactants are [Cl:1][C:2]1[CH:50]=[CH:49][C:5]([CH2:6][NH:7][C:8](=[O:48])[CH2:9][C@@H:10]2[CH2:21][CH:20]=[CH:19][CH2:18][C@H:17]([NH:22]C(=O)OCC3C4C=CC=CC=4C4C3=CC=CC=4)[C:16](=[O:40])[O:15][C@H:14]([C:41]3[CH:46]=[CH:45][CH:44]=[CH:43][CH:42]=3)[CH2:13][NH:12][C:11]2=[O:47])=[CH:4][CH:3]=1.N1CCCCC1. The catalyst is CN(C=O)C. The product is [NH2:22][C@@H:17]1[C:16](=[O:40])[O:15][C@H:14]([C:41]2[CH:46]=[CH:45][CH:44]=[CH:43][CH:42]=2)[CH2:13][NH:12][C:11](=[O:47])[C@H:10]([CH2:9][C:8]([NH:7][CH2:6][C:5]2[CH:49]=[CH:50][C:2]([Cl:1])=[CH:3][CH:4]=2)=[O:48])[CH2:21][CH:20]=[CH:19][CH2:18]1. The yield is 0.840. (8) The yield is 0.770. The reactants are [F:1][C:2]1[CH:22]=[CH:21][C:5]([CH2:6][N:7]2[C:16](=[O:17])[C:15]3[C:10](=[CH:11][CH:12]=[C:13](I)[CH:14]=3)[N:9]([CH3:19])[C:8]2=[O:20])=[CH:4][CH:3]=1.C(NC(C)C)(C)C.[C:30]1([CH2:36][C:37]#[CH:38])[CH:35]=[CH:34][CH:33]=[CH:32][CH:31]=1.O. The catalyst is CN(C)C=O.[Cu]I. The product is [F:1][C:2]1[CH:22]=[CH:21][C:5]([CH2:6][N:7]2[C:16](=[O:17])[C:15]3[C:10](=[CH:11][CH:12]=[C:13]([C:38]#[C:37][CH2:36][C:30]4[CH:35]=[CH:34][CH:33]=[CH:32][CH:31]=4)[CH:14]=3)[N:9]([CH3:19])[C:8]2=[O:20])=[CH:4][CH:3]=1. (9) The product is [CH3:23][C:20]1[C:19]([CH3:24])=[C:18]([NH:17][S:7]([C:4]2[CH:5]=[CH:6][C:1]([C:11]3[CH:16]=[CH:15][CH:14]=[CH:13][CH:12]=3)=[CH:2][CH:3]=2)(=[O:9])=[O:8])[O:22][N:21]=1. The yield is 0.450. The catalyst is CN(C)C1C=CN=CC=1.N1C=CC=CC=1. The reactants are [C:1]1([C:11]2[CH:16]=[CH:15][CH:14]=[CH:13][CH:12]=2)[CH:6]=[CH:5][C:4]([S:7](Cl)(=[O:9])=[O:8])=[CH:3][CH:2]=1.[NH2:17][C:18]1[O:22][N:21]=[C:20]([CH3:23])[C:19]=1[CH3:24]. (10) The reactants are C(N(CC)CC)C.[OH:8][CH:9]1[CH2:14][CH2:13][S:12](=[O:16])(=[O:15])[CH2:11][CH2:10]1.[CH3:17][S:18](Cl)(=[O:20])=[O:19]. The catalyst is ClCCl.C(OCC)(=O)C. The product is [CH3:17][S:18]([O:8][CH:9]1[CH2:14][CH2:13][S:12](=[O:16])(=[O:15])[CH2:11][CH2:10]1)(=[O:20])=[O:19]. The yield is 0.950.